This data is from Oral bioavailability binary classification data from Ma et al.. The task is: Regression/Classification. Given a drug SMILES string, predict its absorption, distribution, metabolism, or excretion properties. Task type varies by dataset: regression for continuous measurements (e.g., permeability, clearance, half-life) or binary classification for categorical outcomes (e.g., BBB penetration, CYP inhibition). Dataset: bioavailability_ma. (1) The drug is O=C(NCC1CCCCN1)c1cc(OCC(F)(F)F)ccc1OCC(F)(F)F. The result is 1 (high bioavailability). (2) The compound is CCOC(=O)C1(c2ccccc2)CCN(C)CC1. The result is 1 (high bioavailability). (3) The molecule is CN(C)C(=O)Oc1ccc[n+](C)c1. The result is 0 (low bioavailability). (4) The compound is COC1=CC(=O)C[C@@H](C)[C@]12Oc1c(Cl)c(OC)cc(OC)c1C2=O. The result is 1 (high bioavailability). (5) The result is 0 (low bioavailability). The drug is NC[C@H](O)c1ccc(O)c(O)c1.